From a dataset of Forward reaction prediction with 1.9M reactions from USPTO patents (1976-2016). Predict the product of the given reaction. (1) Given the reactants [Cl:1][C:2]1[CH:3]=[C:4](B(O)O)[CH:5]=[CH:6][CH:7]=1.[OH:11][C:12]1[CH:17]=[CH:16][C:15]([C@@H:18]2[C:23]3=[N:24][S:25](=[O:29])(=[O:28])[CH2:26][CH2:27][N:22]3[CH2:21][CH2:20][CH2:19]2)=[CH:14][CH:13]=1.C(N(CC)CC)C, predict the reaction product. The product is: [Cl:1][C:2]1[CH:3]=[C:4]([CH:5]=[CH:6][CH:7]=1)[O:11][C:12]1[CH:13]=[CH:14][C:15]([C@@H:18]2[C:23]3=[N:24][S:25](=[O:29])(=[O:28])[CH2:26][CH2:27][N:22]3[CH2:21][CH2:20][CH2:19]2)=[CH:16][CH:17]=1. (2) Given the reactants [NH2:1][C:2]1[CH:9]=[CH:8][CH:7]=[CH:6][C:3]=1[CH:4]=[O:5].[Cl:10][CH2:11][C:12](Cl)=[O:13].O, predict the reaction product. The product is: [Cl:10][CH2:11][C:12]([NH:1][C:2]1[CH:9]=[CH:8][CH:7]=[CH:6][C:3]=1[CH:4]=[O:5])=[O:13].